From a dataset of Full USPTO retrosynthesis dataset with 1.9M reactions from patents (1976-2016). Predict the reactants needed to synthesize the given product. Given the product [N+:1]([C:4]1[CH:9]=[CH:8][C:7]([NH:10][CH:11]2[CH2:16][CH2:15][CH:14]([O:17][CH2:30][C:29]([OH:31])=[O:28])[CH2:13][CH2:12]2)=[CH:6][C:5]=1[C:18]([F:19])([F:20])[F:21])([O-:3])=[O:2], predict the reactants needed to synthesize it. The reactants are: [N+:1]([C:4]1[CH:9]=[CH:8][C:7]([NH:10][CH:11]2[CH2:16][CH2:15][CH:14]([OH:17])[CH2:13][CH2:12]2)=[CH:6][C:5]=1[C:18]([F:21])([F:20])[F:19])([O-:3])=[O:2].[H-].[Na+].C([O:28][C:29](=[O:31])[CH3:30])(C)(C)C.FC(F)(F)C(O)=O.